Dataset: Reaction yield outcomes from USPTO patents with 853,638 reactions. Task: Predict the reaction yield, written as a fraction of the theoretical maximum amount of product (1.0 means a 100% yield; for example, 0.34 means a 34% yield). (1) The reactants are [CH3:1][O:2][C:3]1[C:4]([CH2:12][N:13]([CH3:15])[CH3:14])=[C:5]2[C:9](=[CH:10][CH:11]=1)[NH:8][CH:7]=[CH:6]2.CN(C=O)C.[F:21][C:22]([F:34])([F:33])[C:23]1[CH:28]=[CH:27][CH:26]=[CH:25][C:24]=1[S:29](Cl)(=[O:31])=[O:30]. No catalyst specified. The product is [CH3:1][O:2][C:3]1[C:4]([CH2:12][N:13]([CH3:14])[CH3:15])=[C:5]2[C:9](=[CH:10][CH:11]=1)[N:8]([S:29]([C:24]1[CH:25]=[CH:26][CH:27]=[CH:28][C:23]=1[C:22]([F:21])([F:33])[F:34])(=[O:31])=[O:30])[CH:7]=[CH:6]2. The yield is 0.170. (2) The reactants are [C:1]([O:5][C:6]([NH:8][C@H:9]([C:14]1[CH:19]=[CH:18][C:17]([OH:20])=[CH:16][CH:15]=1)[C:10]([O:12][CH3:13])=[O:11])=[O:7])([CH3:4])([CH3:3])[CH3:2].[CH3:21][C@@H:22]([CH2:25][CH3:26])[CH2:23]O.C1(P(C2C=CC=CC=2)C2C=CC=CC=2)C=CC=CC=1.CC(OC(/N=N/C(OC(C)C)=O)=O)C. The catalyst is O1CCCC1. The product is [C:1]([O:5][C:6]([NH:8][C@H:9]([C:14]1[CH:19]=[CH:18][C:17]([O:20][CH2:21][C@@H:22]([CH3:23])[CH2:25][CH3:26])=[CH:16][CH:15]=1)[C:10]([O:12][CH3:13])=[O:11])=[O:7])([CH3:4])([CH3:2])[CH3:3]. The yield is 0.800.